This data is from Forward reaction prediction with 1.9M reactions from USPTO patents (1976-2016). The task is: Predict the product of the given reaction. (1) Given the reactants [F:1][C:2]([F:13])([F:12])[C:3]([OH:11])([C:7]([F:10])([F:9])[F:8])[C:4]([O-:6])=[O:5].[Na+].[Br-].[C:16]([C:20]1[CH:25]=[CH:24][C:23]([S+:26]([C:33]2[CH:38]=[CH:37][CH:36]=[CH:35][CH:34]=2)[C:27]2[CH:32]=[CH:31][CH:30]=[CH:29][CH:28]=2)=[CH:22][CH:21]=1)([CH3:19])([CH3:18])[CH3:17], predict the reaction product. The product is: [F:1][C:2]([F:12])([F:13])[C:3]([OH:11])([C:7]([F:9])([F:8])[F:10])[C:4]([O-:6])=[O:5].[C:16]([C:20]1[CH:25]=[CH:24][C:23]([S+:26]([C:33]2[CH:38]=[CH:37][CH:36]=[CH:35][CH:34]=2)[C:27]2[CH:28]=[CH:29][CH:30]=[CH:31][CH:32]=2)=[CH:22][CH:21]=1)([CH3:19])([CH3:17])[CH3:18]. (2) Given the reactants Br[C:2]1[C:10]2[O:9][C:8]3[CH:11]=[CH:12][C:13]([C:15]#[N:16])=[CH:14][C:7]=3[C:6]=2[CH:5]=[C:4]([F:17])[C:3]=1[OH:18].[C:19]1([CH3:28])[CH:24]=[CH:23][CH:22]=[CH:21][C:20]=1B(O)O.C(=O)([O-])[O-].[Na+].[Na+], predict the reaction product. The product is: [F:17][C:4]1[C:3]([OH:18])=[C:2]([C:20]2[CH:21]=[CH:22][CH:23]=[CH:24][C:19]=2[CH3:28])[C:10]2[O:9][C:8]3[CH:11]=[CH:12][C:13]([C:15]#[N:16])=[CH:14][C:7]=3[C:6]=2[CH:5]=1. (3) Given the reactants [C:1]1(=[O:8])[O:7][C:5](=[O:6])[CH2:4][CH2:3][CH2:2]1.[NH2:9][CH2:10][CH2:11][N:12]1[CH2:17][CH2:16][O:15][CH2:14][CH2:13]1, predict the reaction product. The product is: [O:15]1[CH2:16][CH2:17][N:12]([CH2:11][CH2:10][NH:9][C:5](=[O:6])[CH2:4][CH2:3][CH2:2][C:1]([OH:7])=[O:8])[CH2:13][CH2:14]1. (4) The product is: [N+:1]([C:4]1[CH:12]=[CH:11][CH:10]=[C:9]2[C:5]=1[CH:6]([CH2:13][C:14]([O:16][CH3:17])=[O:15])[CH2:7][NH:8]2)([O-:3])=[O:2]. Given the reactants [N+:1]([C:4]1[CH:12]=[CH:11][CH:10]=[C:9]2[C:5]=1[C:6]([C:13](=O)[C:14]([O:16][CH3:17])=[O:15])=[CH:7][NH:8]2)([O-:3])=[O:2].C([SiH](CC)CC)C, predict the reaction product.